Dataset: Catalyst prediction with 721,799 reactions and 888 catalyst types from USPTO. Task: Predict which catalyst facilitates the given reaction. Reactant: [Br:1][C:2]1[CH:10]=[CH:9][C:5]([C:6](O)=[O:7])=[CH:4][C:3]=1[CH3:11]. Product: [Br:1][C:2]1[CH:10]=[CH:9][C:5]([CH2:6][OH:7])=[CH:4][C:3]=1[CH3:11]. The catalyst class is: 1.